Dataset: Reaction yield outcomes from USPTO patents with 853,638 reactions. Task: Predict the reaction yield, written as a fraction of the theoretical maximum amount of product (1.0 means a 100% yield; for example, 0.34 means a 34% yield). The reactants are [C:1]([O:4][C:5]1[CH:13]=[C:12]([Cl:14])[CH:11]=[CH:10][C:6]=1[C:7]([OH:9])=O)(=[O:3])[CH3:2].[NH2:15][C:16]1[CH:21]=[CH:20][C:19]([N:22]2[C:26]([C:27]([F:30])([F:29])[F:28])=[CH:25][C:24]([C:31]([F:34])([F:33])[F:32])=[N:23]2)=[CH:18][CH:17]=1. No catalyst specified. The product is [C:1]([O:4][C:5]1[CH:13]=[C:12]([Cl:14])[CH:11]=[CH:10][C:6]=1[C:7]([NH:15][C:16]1[CH:17]=[CH:18][C:19]([N:22]2[C:26]([C:27]([F:28])([F:29])[F:30])=[CH:25][C:24]([C:31]([F:34])([F:33])[F:32])=[N:23]2)=[CH:20][CH:21]=1)=[O:9])(=[O:3])[CH3:2]. The yield is 0.740.